Regression. Given two drug SMILES strings and cell line genomic features, predict the synergy score measuring deviation from expected non-interaction effect. From a dataset of NCI-60 drug combinations with 297,098 pairs across 59 cell lines. (1) Drug 1: CC1OCC2C(O1)C(C(C(O2)OC3C4COC(=O)C4C(C5=CC6=C(C=C35)OCO6)C7=CC(=C(C(=C7)OC)O)OC)O)O. Drug 2: CC1=CC=C(C=C1)C2=CC(=NN2C3=CC=C(C=C3)S(=O)(=O)N)C(F)(F)F. Cell line: MOLT-4. Synergy scores: CSS=77.4, Synergy_ZIP=4.27, Synergy_Bliss=3.72, Synergy_Loewe=-1.62, Synergy_HSA=5.61. (2) Drug 1: C#CCC(CC1=CN=C2C(=N1)C(=NC(=N2)N)N)C3=CC=C(C=C3)C(=O)NC(CCC(=O)O)C(=O)O. Drug 2: C(CN)CNCCSP(=O)(O)O. Cell line: SN12C. Synergy scores: CSS=-6.78, Synergy_ZIP=4.02, Synergy_Bliss=3.53, Synergy_Loewe=-7.38, Synergy_HSA=-7.06.